This data is from Forward reaction prediction with 1.9M reactions from USPTO patents (1976-2016). The task is: Predict the product of the given reaction. Given the reactants [SH:1][C:2]1[CH:7]=[CH:6][C:5]([N+:8]([O-:10])=[O:9])=[CH:4][N:3]=1.Br[CH2:12][CH2:13][OH:14].C([O-])([O-])=O.[K+].[K+], predict the reaction product. The product is: [N+:8]([C:5]1[CH:6]=[CH:7][C:2]([S:1][CH2:12][CH2:13][OH:14])=[N:3][CH:4]=1)([O-:10])=[O:9].